From a dataset of Full USPTO retrosynthesis dataset with 1.9M reactions from patents (1976-2016). Predict the reactants needed to synthesize the given product. Given the product [Br:1][C:2]1[CH:3]=[C:4]2[N:10]([NH2:13])[CH:9]=[CH:8][C:5]2=[N:6][CH:7]=1, predict the reactants needed to synthesize it. The reactants are: [Br:1][C:2]1[CH:3]=[C:4]2[NH:10][CH:9]=[CH:8][C:5]2=[N:6][CH:7]=1.[H-].[Na+].[NH2:13]Cl.S([O-])([O-])(=O)=S.[Cl-].[NH4+].